This data is from Reaction yield outcomes from USPTO patents with 853,638 reactions. The task is: Predict the reaction yield, written as a fraction of the theoretical maximum amount of product (1.0 means a 100% yield; for example, 0.34 means a 34% yield). (1) The reactants are [CH2:1]([O:3][C:4]([C:6]1[O:7][C:8]2[CH:15]=[CH:14][CH:13]=[C:12]([OH:16])[C:9]=2[C:10]=1[CH3:11])=[O:5])[CH3:2].[CH2:17](I)[CH3:18].C([O-])([O-])=O.[K+].[K+]. The catalyst is CN(C=O)C. The product is [CH2:1]([O:3][C:4]([C:6]1[O:7][C:8]2[CH:15]=[CH:14][CH:13]=[C:12]([O:16][CH2:17][CH3:18])[C:9]=2[C:10]=1[CH3:11])=[O:5])[CH3:2]. The yield is 0.770. (2) The reactants are [CH:1]([C:4]1[CH:9]=[CH:8][C:7]([N+:10]([O-])=O)=[CH:6][N:5]=1)([CH3:3])[CH3:2]. The catalyst is CO.[Ni]. The product is [CH:1]([C:4]1[CH:9]=[CH:8][C:7]([NH2:10])=[CH:6][N:5]=1)([CH3:3])[CH3:2]. The yield is 0.520. (3) The reactants are [CH3:1][O:2][C:3]1[CH:8]=[CH:7][CH:6]=[CH:5][C:4]=1[C:9](=[O:11])[CH3:10].Cl.[C:13]([O:16][CH2:17][CH3:18])(=[O:15])[CH3:14]. The catalyst is O1CCCC1. The product is [OH:11][C:9]([C:4]1[CH:5]=[CH:6][CH:7]=[CH:8][C:3]=1[O:2][CH3:1])([CH3:10])[CH2:14][C:13]([O:16][CH2:17][CH3:18])=[O:15]. The yield is 0.960. (4) The reactants are [C:1]([O:5][C:6]([N:8]1[CH2:14][CH2:13][C:12]2[C:15](OS(C(F)(F)F)(=O)=O)=[CH:16][CH:17]=[CH:18][C:11]=2[CH2:10][CH2:9]1)=[O:7])([CH3:4])([CH3:3])[CH3:2].[C:27]1([CH2:33][C:34]#[CH:35])[CH:32]=[CH:31][CH:30]=[CH:29][CH:28]=1. The yield is 0.740. No catalyst specified. The product is [C:1]([O:5][C:6]([N:8]1[CH2:14][CH2:13][C:12]2[C:15]([C:35]#[C:34][CH2:33][C:27]3[CH:32]=[CH:31][CH:30]=[CH:29][CH:28]=3)=[CH:16][CH:17]=[CH:18][C:11]=2[CH2:10][CH2:9]1)=[O:7])([CH3:4])([CH3:3])[CH3:2].